Dataset: Full USPTO retrosynthesis dataset with 1.9M reactions from patents (1976-2016). Task: Predict the reactants needed to synthesize the given product. (1) Given the product [N:6]1[NH:5][CH:4]=[C:3]2[C:7]=1[CH2:8][CH2:9][CH:10]=[C:2]2[C:21]1[CH:22]=[CH:23][C:24]([C:25]#[N:26])=[CH:27][CH:28]=1, predict the reactants needed to synthesize it. The reactants are: O[C:2]1([C:21]2[CH:28]=[CH:27][C:24]([C:25]#[N:26])=[CH:23][CH:22]=2)[CH2:10][CH2:9][CH2:8][C:7]2[N:6](S(C3C=CC(C)=CC=3)(=O)=O)[N:5]=[CH:4][C:3]1=2.OC1(C2C=CC(C#N)=CC=2)CCCC2C1=CN(S(C1C=CC(C)=CC=1)(=O)=O)N=2.Cl.O1CCOCC1. (2) Given the product [C:1]([C:4]1[CH:5]=[C:6]([C:20]([O:22][CH3:23])=[O:21])[C:7]([C:10]2[CH:15]=[CH:14][C:13]([C:16]([F:17])([F:19])[F:18])=[CH:12][CH:11]=2)=[CH:8][CH:9]=1)([CH3:2])=[CH2:24], predict the reactants needed to synthesize it. The reactants are: [C:1]([C:4]1[CH:5]=[C:6]([C:20]([O:22][CH3:23])=[O:21])[C:7]([C:10]2[CH:15]=[CH:14][C:13]([C:16]([F:19])([F:18])[F:17])=[CH:12][CH:11]=2)=[CH:8][CH:9]=1)(=O)[CH3:2].[CH3:24]C(C)([O-])C.[K+].O.Cl. (3) Given the product [F:23][C:22]1[CH:17]=[CH:18][C:19]([C:24]2[C:25]([C:29]3[CH:34]=[CH:33][CH:32]=[C:31]([CH3:35])[N:30]=3)=[N:26][NH:27][CH:28]=2)=[CH:20][C:21]=1[C:5]1[CH:4]=[N:3][N:2]([CH3:1])[CH:6]=1, predict the reactants needed to synthesize it. The reactants are: [CH3:1][N:2]1[CH:6]=[C:5](B2OC(C)(C)C(C)(C)O2)[CH:4]=[N:3]1.Br[C:17]1[CH:18]=[C:19]([C:24]2[C:25]([C:29]3[CH:34]=[CH:33][CH:32]=[C:31]([CH3:35])[N:30]=3)=[N:26][NH:27][CH:28]=2)[CH:20]=[CH:21][C:22]=1[F:23]. (4) Given the product [C:12]([C:11]1[CH:10]([C:14]2[CH:19]=[C:18]([O:20][CH3:21])[C:17]([O:22][CH3:23])=[C:16]([Br:24])[CH:15]=2)[C:9]2[C:4](=[CH:5][C:6]([N:25]([CH3:27])[CH3:26])=[CH:7][CH:8]=2)[O:3][C:2]=1[N:1]1[C:31](=[O:32])[CH2:30][CH2:29][C:28]1=[O:34])#[N:13], predict the reactants needed to synthesize it. The reactants are: [NH2:1][C:2]1[O:3][C:4]2[C:9]([CH:10]([C:14]3[CH:19]=[C:18]([O:20][CH3:21])[C:17]([O:22][CH3:23])=[C:16]([Br:24])[CH:15]=3)[C:11]=1[C:12]#[N:13])=[CH:8][CH:7]=[C:6]([N:25]([CH3:27])[CH3:26])[CH:5]=2.[C:28](Cl)(=[O:34])[CH2:29][CH2:30][C:31](Cl)=[O:32]. (5) Given the product [F:15][C:16]1[CH:24]=[CH:23][C:22]([CH:25]=[O:26])=[CH:21][C:17]=1[C:18]([N:12]1[CH2:13][CH2:14][C@H:10]([N:3]([CH3:1])[C:4]2[N:9]=[CH:8][CH:7]=[CH:6][N:5]=2)[CH2:11]1)=[O:19], predict the reactants needed to synthesize it. The reactants are: [CH2:1]([N:3]([C@H:10]1[CH2:14][CH2:13][NH:12][CH2:11]1)[C:4]1[N:9]=[CH:8][CH:7]=[CH:6][N:5]=1)C.[F:15][C:16]1[CH:24]=[CH:23][C:22]([CH:25]=[O:26])=[CH:21][C:17]=1[C:18](O)=[O:19].C(N(CC)C(C)C)(C)C.